This data is from Forward reaction prediction with 1.9M reactions from USPTO patents (1976-2016). The task is: Predict the product of the given reaction. (1) Given the reactants [N+:1]([C:4]1[C:5]([CH2:10]P(=O)(OCC)OCC)=[N:6][CH:7]=[CH:8][CH:9]=1)([O-:3])=[O:2].[H-].[Na+].[C:21]([N:28]1[CH2:33][CH2:32][CH2:31][CH2:30][CH2:29]1)([O:23][C:24]([CH3:27])([CH3:26])[CH3:25])=[O:22], predict the reaction product. The product is: [N+:1]([C:4]1[C:5]([CH:10]=[C:31]2[CH2:32][CH2:33][N:28]([C:21]([O:23][C:24]([CH3:27])([CH3:26])[CH3:25])=[O:22])[CH2:29][CH2:30]2)=[N:6][CH:7]=[CH:8][CH:9]=1)([O-:3])=[O:2]. (2) The product is: [Si:10]([O:24][C@@H:18]([CH2:17][CH2:16][N:15]([CH3:25])[CH3:14])[C:19]([O:21][CH2:22][CH3:23])=[O:20])([C:7]([CH3:9])([CH3:8])[CH3:6])([CH3:12])[CH3:11]. Given the reactants N1C=CN=C1.[CH3:6][C:7]([Si:10](Cl)([CH3:12])[CH3:11])([CH3:9])[CH3:8].[CH3:14][N:15]([CH3:25])[CH2:16][CH2:17][C@H:18]([OH:24])[C:19]([O:21][CH2:22][CH3:23])=[O:20].O, predict the reaction product. (3) Given the reactants [CH2:1]([N:3]1[C:11]2[C:6](=[N:7][CH:8]=[CH:9][CH:10]=2)[C:5]([C:12]2[CH:17]=[CH:16][C:15]([O:18][C:19]3[N:23](COCC[Si](C)(C)C)[C:22]4[CH:32]=[CH:33][CH:34]=[CH:35][C:21]=4[N:20]=3)=[CH:14][CH:13]=2)=[N:4]1)[CH3:2].Cl.[OH-].[Na+], predict the reaction product. The product is: [NH:23]1[C:22]2[CH:32]=[CH:33][CH:34]=[CH:35][C:21]=2[N:20]=[C:19]1[O:18][C:15]1[CH:16]=[CH:17][C:12]([C:5]2[C:6]3=[N:7][CH:8]=[CH:9][CH:10]=[C:11]3[N:3]([CH2:1][CH3:2])[N:4]=2)=[CH:13][CH:14]=1. (4) Given the reactants [N+:1]([C:4]1[CH:5]=[C:6]([CH:8]=[CH:9][CH:10]=1)[NH2:7])([O-:3])=[O:2].C(N(CC)CC)C.[F:18][C:19]([F:36])([F:35])[C:20]1[CH:25]=[CH:24][C:23]([C:26]2[C:27]([C:32](Cl)=[O:33])=[CH:28][CH:29]=[CH:30][CH:31]=2)=[CH:22][CH:21]=1, predict the reaction product. The product is: [N+:1]([C:4]1[CH:5]=[C:6]([NH:7][C:32]([C:27]2[C:26]([C:23]3[CH:24]=[CH:25][C:20]([C:19]([F:18])([F:35])[F:36])=[CH:21][CH:22]=3)=[CH:31][CH:30]=[CH:29][CH:28]=2)=[O:33])[CH:8]=[CH:9][CH:10]=1)([O-:3])=[O:2]. (5) Given the reactants [CH2:1]([O:8][C:9]([NH:11][C@H:12]([C:17]([NH:19][C@H:20]([C:22]([O:24][C:25]([CH3:28])([CH3:27])[CH3:26])=[O:23])[CH3:21])=[O:18])[CH2:13][CH2:14]SC)=[O:10])[C:2]1[CH:7]=[CH:6][CH:5]=[CH:4][CH:3]=1.CI, predict the reaction product. The product is: [CH2:1]([O:8][C:9]([NH:11][C@H:12]1[CH2:13][CH2:14][N:19]([C@@H:20]([CH3:21])[C:22]([O:24][C:25]([CH3:28])([CH3:27])[CH3:26])=[O:23])[C:17]1=[O:18])=[O:10])[C:2]1[CH:7]=[CH:6][CH:5]=[CH:4][CH:3]=1.